Dataset: Reaction yield outcomes from USPTO patents with 853,638 reactions. Task: Predict the reaction yield, written as a fraction of the theoretical maximum amount of product (1.0 means a 100% yield; for example, 0.34 means a 34% yield). (1) The reactants are [NH2:1][C:2]1[NH:7][C:6](=[O:8])[NH:5][C:4](=[O:9])[CH:3]=1.S([O-])([O-])(=O)=O.[NH4+].[NH4+].CI.[CH2:19](I)C=C. No catalyst specified. The product is [CH3:19][N:5]1[C:4](=[O:9])[CH:3]=[C:2]([NH2:1])[NH:7][C:6]1=[O:8]. The yield is 0.980. (2) The product is [Br:13][C:14]1[CH:19]=[CH:18][C:17]([NH:20][C:23]2[C:28]([C:29]([OH:31])=[O:30])=[CH:27][N:26]=[C:25]([Cl:32])[C:24]=2[F:33])=[C:16]([F:21])[CH:15]=1. The catalyst is C1COCC1. The yield is 0.720. The reactants are [Li]CCCC.C(NC(C)C)(C)C.[Br:13][C:14]1[CH:19]=[CH:18][C:17]([NH2:20])=[C:16]([F:21])[CH:15]=1.Cl[C:23]1[C:28]([C:29]([OH:31])=[O:30])=[CH:27][N:26]=[C:25]([Cl:32])[C:24]=1[F:33]. (3) The reactants are Br[C:2]1[CH:7]=[CH:6][C:5]([C:8]([CH2:24][CH2:25][CH2:26][CH3:27])=[C:9]([C:17]2[CH:22]=[CH:21][C:20]([OH:23])=[CH:19][CH:18]=2)[C:10]2[CH:15]=[CH:14][C:13]([OH:16])=[CH:12][CH:11]=2)=[CH:4][CH:3]=1.[C:28]([Cu])#[N:29]. The catalyst is CN1C(=O)CCC1. The product is [CH2:24]([C:8]([C:5]1[CH:6]=[CH:7][C:2]([C:28]#[N:29])=[CH:3][CH:4]=1)=[C:9]([C:10]1[CH:11]=[CH:12][C:13]([OH:16])=[CH:14][CH:15]=1)[C:17]1[CH:22]=[CH:21][C:20]([OH:23])=[CH:19][CH:18]=1)[CH2:25][CH2:26][CH3:27]. The yield is 0.880. (4) The reactants are [CH3:1][O:2][C:3]1[CH:17]=[CH:16][C:6]([CH2:7][NH:8][C:9]2[CH:14]=[C:13](Cl)[N:12]=[CH:11][N:10]=2)=[CH:5][CH:4]=1.[F:18][C:19]1[CH:24]=[C:23]([N+:25]([O-:27])=[O:26])[CH:22]=[CH:21][C:20]=1[OH:28].CCN(C(C)C)C(C)C.COCCOCCOC. The catalyst is CCOC(C)=O. The product is [CH3:1][O:2][C:3]1[CH:17]=[CH:16][C:6]([CH2:7][NH:8][C:9]2[CH:14]=[C:13]([O:28][C:20]3[CH:21]=[CH:22][C:23]([N+:25]([O-:27])=[O:26])=[CH:24][C:19]=3[F:18])[N:12]=[CH:11][N:10]=2)=[CH:5][CH:4]=1. The yield is 0.760. (5) The reactants are Br[CH2:2][C:3]1[CH:8]=[CH:7][CH:6]=[C:5]([N+:9]([O-:11])=[O:10])[CH:4]=1.[CH3:12][S:13]([O-:15])=[O:14].[Na+]. The catalyst is C(O)C. The product is [CH3:12][S:13]([CH2:2][C:3]1[CH:8]=[CH:7][CH:6]=[C:5]([N+:9]([O-:11])=[O:10])[CH:4]=1)(=[O:15])=[O:14]. The yield is 0.870. (6) The reactants are C(N(CC)CC)C.[C:8]([NH:11][C:12]1[S:13][C:14]([S:18](Cl)(=[O:20])=[O:19])=[C:15]([CH3:17])[N:16]=1)(=[O:10])[CH3:9].[CH:22]([O:35][C:36]1[C:37]2[C:49](=[O:50])[N:48]([CH2:51][C:52]3[CH:57]=[CH:56][C:55]([F:58])=[CH:54][CH:53]=3)[CH2:47][C:38]=2[C:39]([OH:46])=[C:40]2[C:45]=1[N:44]=[CH:43][CH:42]=[CH:41]2)([C:29]1[CH:34]=[CH:33][CH:32]=[CH:31][CH:30]=1)[C:23]1[CH:28]=[CH:27][CH:26]=[CH:25][CH:24]=1.CCOC(C)=O.CCCCCC. The catalyst is CN(C1C=CN=CC=1)C.CCOC(C)=O. The product is [CH:22]([O:35][C:36]1[C:37]2[C:49](=[O:50])[N:48]([CH2:51][C:52]3[CH:57]=[CH:56][C:55]([F:58])=[CH:54][CH:53]=3)[CH2:47][C:38]=2[C:39]([O:46][S:18]([C:14]2[S:13][C:12]([NH:11][C:8](=[O:10])[CH3:9])=[N:16][C:15]=2[CH3:17])(=[O:19])=[O:20])=[C:40]2[C:45]=1[N:44]=[CH:43][CH:42]=[CH:41]2)([C:23]1[CH:28]=[CH:27][CH:26]=[CH:25][CH:24]=1)[C:29]1[CH:30]=[CH:31][CH:32]=[CH:33][CH:34]=1. The yield is 0.790. (7) The reactants are [OH:1][C:2]1[C:9]([CH3:10])=[CH:8][C:5]([C:6]#[N:7])=[CH:4][C:3]=1[CH3:11].Br[CH2:13][C:14]([O:16][CH3:17])=[O:15].C(=O)([O-])[O-].[Cs+].[Cs+]. The catalyst is C(#N)C. The product is [C:6]([C:5]1[CH:4]=[C:3]([CH3:11])[C:2]([O:1][CH2:13][C:14]([O:16][CH3:17])=[O:15])=[C:9]([CH3:10])[CH:8]=1)#[N:7]. The yield is 0.990.